Task: Predict the reactants needed to synthesize the given product.. Dataset: Full USPTO retrosynthesis dataset with 1.9M reactions from patents (1976-2016) (1) Given the product [C:1]([C:5]1[C:6]([O:32][CH3:33])=[C:7]([CH:8]=[C:9]([N:11]2[CH:16]=[CH:15][C:14](=[O:17])[NH:13][C:12]2=[O:18])[CH:10]=1)/[CH:19]=[CH:20]/[C:21]1[CH:26]=[CH:25][C:24]([NH:27][S:28]([CH3:31])(=[O:29])=[O:30])=[CH:23][CH:22]=1)([CH3:4])([CH3:2])[CH3:3], predict the reactants needed to synthesize it. The reactants are: [C:1]([C:5]1[C:6]([O:32][CH3:33])=[C:7]([C:19]#[C:20][C:21]2[CH:26]=[CH:25][C:24]([NH:27][S:28]([CH3:31])(=[O:30])=[O:29])=[CH:23][CH:22]=2)[CH:8]=[C:9]([N:11]2[CH:16]=[CH:15][C:14](=[O:17])[NH:13][C:12]2=[O:18])[CH:10]=1)([CH3:4])([CH3:3])[CH3:2].C1(P(C2C=CC=CC=2)C2C=CC=CC=2)C=CC=CC=1.CC(N(C)C)=O.C([SiH](CC)CC)C. (2) Given the product [CH2:23]([CH:22]1[C:21](=[O:30])[O:13][C:12]2[NH:11][C:10]([C:14]3[CH:19]=[CH:18][CH:17]=[CH:16][C:15]=3[F:20])=[N:9][C:8]=2[CH:1]1[C:2]1[CH:3]=[CH:4][CH:5]=[CH:6][CH:7]=1)[C:24]1[CH:29]=[CH:28][CH:27]=[CH:26][CH:25]=1, predict the reactants needed to synthesize it. The reactants are: [CH:1](=[C:8]1/[N:9]=[C:10]([C:14]2[CH:19]=[CH:18][CH:17]=[CH:16][C:15]=2[F:20])[NH:11][C:12]/1=[O:13])/[C:2]1[CH:7]=[CH:6][CH:5]=[CH:4][CH:3]=1.[CH:21](=[O:30])/[CH:22]=[CH:23]/[C:24]1[CH:29]=[CH:28][CH:27]=[CH:26][CH:25]=1. (3) The reactants are: [NH:1]([CH2:5][CH2:6][OH:7])[CH2:2][CH2:3][OH:4].[CH3:8][C:9]1[CH:16]=[CH:15][C:12]([CH2:13]Br)=[CH:11][CH:10]=1. Given the product [OH:4][CH2:3][CH2:2][N:1]([CH2:8][C:9]1[CH:16]=[CH:15][C:12]([CH3:13])=[CH:11][CH:10]=1)[CH2:5][CH2:6][OH:7], predict the reactants needed to synthesize it. (4) Given the product [F:15][C:9]1([F:14])[CH2:8][N:7]([CH:16]([CH3:17])[CH3:21])[C:6]2[N:22]=[C:2]([NH:23][C:24]3[CH:38]=[CH:37][C:27]([C:28]([NH:30][CH2:31][CH2:32][CH2:33][N:34]([CH3:36])[CH3:35])=[O:29])=[CH:26][C:25]=3[O:39][CH3:40])[N:3]=[CH:4][C:5]=2[N:11]([CH3:12])[C:10]1=[O:13], predict the reactants needed to synthesize it. The reactants are: Cl[C:2]1[N:3]=[CH:4][C:5]2[N:11]([CH3:12])[C:10](=[O:13])[C:9]([F:15])([F:14])[CH2:8][N:7]([CH:16]3[CH2:21]CCC[CH2:17]3)[C:6]=2[N:22]=1.[NH2:23][C:24]1[CH:38]=[CH:37][C:27]([C:28]([NH:30][CH2:31][CH2:32][CH2:33][N:34]([CH3:36])[CH3:35])=[O:29])=[CH:26][C:25]=1[O:39][CH3:40].O.C1(C)C=CC(S(O)(=O)=O)=CC=1.C(=O)([O-])[O-].[Na+].[Na+]. (5) Given the product [C:18]([C:22]1[CH:27]=[CH:26][C:25]([C:2]2[C:10]3[N:9]4[CH2:11][CH2:12][NH:13][C:14](=[O:15])[C:8]4=[CH:7][C:6]=3[CH:5]=[C:4]([C:16]#[N:17])[CH:3]=2)=[CH:24][CH:23]=1)([CH3:21])([CH3:20])[CH3:19], predict the reactants needed to synthesize it. The reactants are: Br[C:2]1[C:10]2[N:9]3[CH2:11][CH2:12][NH:13][C:14](=[O:15])[C:8]3=[CH:7][C:6]=2[CH:5]=[C:4]([C:16]#[N:17])[CH:3]=1.[C:18]([C:22]1[CH:27]=[CH:26][C:25](B(O)O)=[CH:24][CH:23]=1)([CH3:21])([CH3:20])[CH3:19]. (6) Given the product [CH2:1]([N:8]1[C:12]2[CH:13]=[CH:14][C:15]3[N:16]([C:17]([CH3:20])=[N:18][N:19]=3)[C:11]=2[CH:10]=[C:9]1[C:21]1[CH:25]=[CH:24][N:23]([C:26]2([CH2:30][C:31]#[N:32])[CH2:29][N:28]([CH2:33][CH3:34])[CH2:27]2)[N:22]=1)[C:2]1[CH:7]=[CH:6][CH:5]=[CH:4][CH:3]=1, predict the reactants needed to synthesize it. The reactants are: [CH2:1]([N:8]1[C:12]2[CH:13]=[CH:14][C:15]3[N:16]([C:17]([CH3:20])=[N:18][N:19]=3)[C:11]=2[CH:10]=[C:9]1[C:21]1[CH:25]=[CH:24][N:23]([C:26]2([CH2:30][C:31]#[N:32])[CH2:29][NH:28][CH2:27]2)[N:22]=1)[C:2]1[CH:7]=[CH:6][CH:5]=[CH:4][CH:3]=1.[CH:33](=O)[CH3:34].C(O[BH-](OC(=O)C)OC(=O)C)(=O)C.[Na+].